Dataset: Forward reaction prediction with 1.9M reactions from USPTO patents (1976-2016). Task: Predict the product of the given reaction. (1) Given the reactants [CH3:1][C:2]1[CH:31]=[CH:30][C:5]([C:6]([NH:8][C:9]2[C:22]3[C:21](=[O:23])[C:20]4[C:15](=[CH:16][CH:17]=[CH:18][CH:19]=4)[C:14](=[O:24])[C:13]=3[CH:12]=[CH:11][C:10]=2[NH:25][C:26](=[O:29])[CH2:27]Cl)=[O:7])=[CH:4][CH:3]=1.CCN(C(C)C)C(C)C.[NH:41]1[CH2:46][CH2:45][O:44][CH2:43][CH2:42]1.C(OCC)(=O)C, predict the reaction product. The product is: [CH3:1][C:2]1[CH:31]=[CH:30][C:5]([C:6]([NH:8][C:9]2[C:22]3[C:21](=[O:23])[C:20]4[C:15](=[CH:16][CH:17]=[CH:18][CH:19]=4)[C:14](=[O:24])[C:13]=3[CH:12]=[CH:11][C:10]=2[NH:25][C:26](=[O:29])[CH2:27][N:41]2[CH2:46][CH2:45][O:44][CH2:43][CH2:42]2)=[O:7])=[CH:4][CH:3]=1. (2) Given the reactants [CH:1]([C:3]1[NH:4][C:5]([CH3:11])=[CH:6][C:7]=1[C:8]([OH:10])=O)=[O:2].[CH2:12]([N:14]([CH2:18][CH3:19])[CH2:15][CH2:16][NH2:17])[CH3:13], predict the reaction product. The product is: [CH2:12]([N:14]([CH2:18][CH3:19])[CH2:15][CH2:16][NH:17][C:8]([C:7]1[CH:6]=[C:5]([CH3:11])[NH:4][C:3]=1[CH:1]=[O:2])=[O:10])[CH3:13]. (3) Given the reactants [OH:1][C:2]1[C:3](=[O:18])[N:4](C)[C:5]2[C:10]([C:11]=1[C:12]([O:14][CH2:15][CH3:16])=[O:13])=[CH:9][CH:8]=[CH:7][CH:6]=2.[CH3:19][O:20]C1C=C2C(=CC=1)NC(=O)C2=O, predict the reaction product. The product is: [OH:1][C:2]1[C:3](=[O:18])[NH:4][C:5]2[C:10]([C:11]=1[C:12]([O:14][CH2:15][CH3:16])=[O:13])=[CH:9][C:8]([O:20][CH3:19])=[CH:7][CH:6]=2.